Dataset: Catalyst prediction with 721,799 reactions and 888 catalyst types from USPTO. Task: Predict which catalyst facilitates the given reaction. (1) Reactant: [CH3:1][S:2]([NH:5][C:6]1[CH:11]=[CH:10][C:9]([C:12]2[C:21](=[O:22])[C:20]3[C:15](=[CH:16][C:17]([O:23][CH2:24][C:25]4[CH:26]=[C:27]([CH:34]=[CH:35][CH:36]=4)[C:28]([O:30]CC=C)=[O:29])=[CH:18][CH:19]=3)[O:14][CH:13]=2)=[CH:8][CH:7]=1)(=[O:4])=[O:3].N1CCOCC1. Product: [CH3:1][S:2]([NH:5][C:6]1[CH:7]=[CH:8][C:9]([C:12]2[C:21](=[O:22])[C:20]3[C:15](=[CH:16][C:17]([O:23][CH2:24][C:25]4[CH:26]=[C:27]([CH:34]=[CH:35][CH:36]=4)[C:28]([OH:30])=[O:29])=[CH:18][CH:19]=3)[O:14][CH:13]=2)=[CH:10][CH:11]=1)(=[O:3])=[O:4]. The catalyst class is: 7. (2) Reactant: [Cl:1][C:2]1[CH:26]=[CH:25][CH:24]=[CH:23][C:3]=1[CH2:4][NH:5][C:6](=[O:22])[C:7]([CH3:21])([CH3:20])[CH2:8][N:9]1C(=O)C2C(=CC=CC=2)C1=O.NN. Product: [NH2:9][CH2:8][C:7]([CH3:21])([CH3:20])[C:6]([NH:5][CH2:4][C:3]1[CH:23]=[CH:24][CH:25]=[CH:26][C:2]=1[Cl:1])=[O:22]. The catalyst class is: 5. (3) Reactant: [F:1][C:2]1[CH:7]=[CH:6][C:5]([C:8]2[C:17]3[C:12](=[CH:13][CH:14]=[C:15]([N:18]4[CH2:23][CH2:22][CH2:21][CH2:20][CH2:19]4)[CH:16]=3)[N:11]=[C:10]([CH3:24])[C:9]=2[CH2:25][OH:26])=[CH:4][CH:3]=1.[Cl:27][C:28]1[CH:33]=[CH:32][C:31](O)=[CH:30][CH:29]=1.C1(P(C2C=CC=CC=2)C2C=CC=CC=2)C=CC=CC=1.CC(OC(/N=N/C(OC(C)C)=O)=O)C. Product: [Cl:27][C:28]1[CH:33]=[CH:32][C:31]([O:26][CH2:25][C:9]2[C:10]([CH3:24])=[N:11][C:12]3[C:17]([C:8]=2[C:5]2[CH:4]=[CH:3][C:2]([F:1])=[CH:7][CH:6]=2)=[CH:16][C:15]([N:18]2[CH2:19][CH2:20][CH2:21][CH2:22][CH2:23]2)=[CH:14][CH:13]=3)=[CH:30][CH:29]=1. The catalyst class is: 1. (4) Product: [Br:1][C:2]1[CH:10]=[C:9]2[C:5](=[CH:4][C:3]=1[C:18]([N:54]1[C@H:55]([CH2:63][N:64]3[CH2:69][CH2:68][O:67][CH2:66][CH2:65]3)[CH2:56][C:57]3[C:62](=[CH:61][CH:60]=[CH:59][CH:58]=3)[CH2:53]1)=[O:19])[CH2:6][N:7]([C:11]([O:13][C:14]([CH3:17])([CH3:16])[CH3:15])=[O:12])[CH2:8]2. Reactant: [Br:1][C:2]1[CH:10]=[C:9]2[C:5]([CH2:6][N:7]([C:11]([O:13][C:14]([CH3:17])([CH3:16])[CH3:15])=[O:12])[CH2:8]2)=[CH:4][C:3]=1[C:18](O)=[O:19].CN(C(ON1N=NC2C=CC=CC1=2)=[N+](C)C)C.[B-](F)(F)(F)F.C(N(C(C)C)CC)(C)C.Cl.[CH2:53]1[C:62]2[C:57](=[CH:58][CH:59]=[CH:60][CH:61]=2)[CH2:56][C@@H:55]([CH2:63][N:64]2[CH2:69][CH2:68][O:67][CH2:66][CH2:65]2)[NH:54]1. The catalyst class is: 166.